From a dataset of Forward reaction prediction with 1.9M reactions from USPTO patents (1976-2016). Predict the product of the given reaction. (1) Given the reactants [OH:1][C:2]1[CH:11]=[C:10]2[C:5]([CH:6]=[C:7]([S:16](Cl)(=[O:18])=[O:17])[CH:8]=[C:9]2[S:12](Cl)(=[O:14])=[O:13])=[CH:4][CH:3]=1.[NH2:20][C:21]1[CH:26]=[CH:25][CH:24]=[CH:23][C:22]=1[OH:27], predict the reaction product. The product is: [OH:27][C:22]1[CH:23]=[CH:24][CH:25]=[CH:26][C:21]=1[NH:20][S:12]([C:9]1[C:10]2[C:5](=[CH:4][CH:3]=[C:2]([OH:1])[CH:11]=2)[CH:6]=[C:7]([S:16]([NH:20][C:21]2[CH:26]=[CH:25][CH:24]=[CH:23][C:22]=2[OH:27])(=[O:18])=[O:17])[CH:8]=1)(=[O:14])=[O:13]. (2) The product is: [CH3:5][C:6]([CH3:32])([CH2:7][C:8]([N:37]1[CH2:38][CH2:39][N:34]([CH3:33])[CH2:35][CH2:36]1)=[O:10])[CH2:11][C:12]([NH:13][C:14]1[CH:19]=[CH:18][C:17]([O:20][C:21](=[O:30])[N:22]([CH3:29])[C:23]2[CH:24]=[CH:25][CH:26]=[CH:27][CH:28]=2)=[N:16][CH:15]=1)=[O:31]. Given the reactants S(Cl)(Cl)=O.[CH3:5][C:6]([CH3:32])([CH2:11][C:12](=[O:31])[NH:13][C:14]1[CH:15]=[N:16][C:17]([O:20][C:21](=[O:30])[N:22]([CH3:29])[C:23]2[CH:28]=[CH:27][CH:26]=[CH:25][CH:24]=2)=[CH:18][CH:19]=1)[CH2:7][C:8]([OH:10])=O.[CH3:33][N:34]1[CH2:39][CH2:38][NH:37][CH2:36][CH2:35]1, predict the reaction product. (3) Given the reactants [N:1]1([C:12]([O:14][C:15]([CH3:18])([CH3:17])[CH3:16])=[O:13])[CH2:6][CH2:5][CH2:4][CH:3]([C:7]([O:9][CH2:10][CH3:11])=[O:8])[CH2:2]1.Br[CH2:20][CH2:21][C:22]#[N:23], predict the reaction product. The product is: [C:22]([CH2:21][CH2:20][C:3]1([C:7]([O:9][CH2:10][CH3:11])=[O:8])[CH2:4][CH2:5][CH2:6][N:1]([C:12]([O:14][C:15]([CH3:17])([CH3:16])[CH3:18])=[O:13])[CH2:2]1)#[N:23]. (4) Given the reactants C([NH:8][C:9]1[C:10]([CH3:32])=[C:11]([CH3:31])[C:12]2[O:16][CH2:15][CH:14]([C:17]3[CH:22]=[CH:21][C:20]([C:23]4[CH:28]=[CH:27][CH:26]=[CH:25][CH:24]=4)=[CH:19][CH:18]=3)[C:13]=2[C:29]=1[CH3:30])C1C=CC=CC=1, predict the reaction product. The product is: [C:20]1([C:23]2[CH:24]=[CH:25][CH:26]=[CH:27][CH:28]=2)[CH:21]=[CH:22][C:17]([CH:14]2[C:13]3[C:29]([CH3:30])=[C:9]([NH2:8])[C:10]([CH3:32])=[C:11]([CH3:31])[C:12]=3[O:16][CH2:15]2)=[CH:18][CH:19]=1. (5) Given the reactants [CH2:1]([O:3][C:4](=[O:18])[CH:5]=[C:6]([NH2:17])[CH2:7][C:8]1[CH:13]=[C:12]([F:14])[C:11]([F:15])=[CH:10][C:9]=1[F:16])[CH3:2].C(O)(=O)C, predict the reaction product. The product is: [CH2:1]([O:3][C:4](=[O:18])[CH2:5][C@@H:6]([NH2:17])[CH2:7][C:8]1[CH:13]=[C:12]([F:14])[C:11]([F:15])=[CH:10][C:9]=1[F:16])[CH3:2].